This data is from NCI-60 drug combinations with 297,098 pairs across 59 cell lines. The task is: Regression. Given two drug SMILES strings and cell line genomic features, predict the synergy score measuring deviation from expected non-interaction effect. (1) Drug 1: CC(C1=C(C=CC(=C1Cl)F)Cl)OC2=C(N=CC(=C2)C3=CN(N=C3)C4CCNCC4)N. Drug 2: CC1=C2C(C(=O)C3(C(CC4C(C3C(C(C2(C)C)(CC1OC(=O)C(C(C5=CC=CC=C5)NC(=O)OC(C)(C)C)O)O)OC(=O)C6=CC=CC=C6)(CO4)OC(=O)C)OC)C)OC. Cell line: NCI-H322M. Synergy scores: CSS=42.7, Synergy_ZIP=0.749, Synergy_Bliss=1.95, Synergy_Loewe=-42.8, Synergy_HSA=0.684. (2) Drug 1: C1CC(=O)NC(=O)C1N2CC3=C(C2=O)C=CC=C3N. Drug 2: CCC1=C2CN3C(=CC4=C(C3=O)COC(=O)C4(CC)O)C2=NC5=C1C=C(C=C5)O. Cell line: RXF 393. Synergy scores: CSS=18.9, Synergy_ZIP=-4.82, Synergy_Bliss=-4.40, Synergy_Loewe=-17.3, Synergy_HSA=-2.69. (3) Drug 1: CC1OCC2C(O1)C(C(C(O2)OC3C4COC(=O)C4C(C5=CC6=C(C=C35)OCO6)C7=CC(=C(C(=C7)OC)O)OC)O)O. Drug 2: C1=NC2=C(N=C(N=C2N1C3C(C(C(O3)CO)O)O)F)N. Cell line: OVCAR-8. Synergy scores: CSS=19.1, Synergy_ZIP=-10.6, Synergy_Bliss=-7.53, Synergy_Loewe=-13.3, Synergy_HSA=-4.60. (4) Cell line: SK-MEL-28. Synergy scores: CSS=5.00, Synergy_ZIP=-0.0259, Synergy_Bliss=3.09, Synergy_Loewe=-6.20, Synergy_HSA=-2.43. Drug 2: C1CN(CCN1C(=O)CCBr)C(=O)CCBr. Drug 1: CC12CCC3C(C1CCC2O)C(CC4=C3C=CC(=C4)O)CCCCCCCCCS(=O)CCCC(C(F)(F)F)(F)F. (5) Drug 1: CS(=O)(=O)C1=CC(=C(C=C1)C(=O)NC2=CC(=C(C=C2)Cl)C3=CC=CC=N3)Cl. Drug 2: C1=NC2=C(N=C(N=C2N1C3C(C(C(O3)CO)O)F)Cl)N. Cell line: OVCAR-4. Synergy scores: CSS=6.22, Synergy_ZIP=-3.47, Synergy_Bliss=-1.61, Synergy_Loewe=-5.86, Synergy_HSA=-1.69. (6) Drug 1: COC1=C(C=C2C(=C1)N=CN=C2NC3=CC(=C(C=C3)F)Cl)OCCCN4CCOCC4. Drug 2: COC1=CC(=CC(=C1O)OC)C2C3C(COC3=O)C(C4=CC5=C(C=C24)OCO5)OC6C(C(C7C(O6)COC(O7)C8=CC=CS8)O)O. Cell line: HCT116. Synergy scores: CSS=58.5, Synergy_ZIP=-1.61, Synergy_Bliss=2.50, Synergy_Loewe=-17.8, Synergy_HSA=5.50.